Dataset: Catalyst prediction with 721,799 reactions and 888 catalyst types from USPTO. Task: Predict which catalyst facilitates the given reaction. Reactant: [Cl:1][C:2]1[CH:3]=[C:4]([NH:8][C:9]2[N:14]=[C:13]([NH:15][CH2:16][C@@H:17]3[CH2:21][CH2:20][CH2:19][N:18]3C(OC(C)(C)C)=O)[CH:12]=[CH:11][N:10]=2)[CH:5]=[CH:6][CH:7]=1.FC(F)(F)C(O)=O. The catalyst class is: 2. Product: [Cl:1][C:2]1[CH:3]=[C:4]([NH:8][C:9]2[N:14]=[C:13]([NH:15][CH2:16][C@@H:17]3[CH2:21][CH2:20][CH2:19][NH:18]3)[CH:12]=[CH:11][N:10]=2)[CH:5]=[CH:6][CH:7]=1.